From a dataset of Full USPTO retrosynthesis dataset with 1.9M reactions from patents (1976-2016). Predict the reactants needed to synthesize the given product. (1) Given the product [Cl:18][CH2:19][C:20]1[N:15]=[C:13]([C:8]2[NH:9][C:10]3[C:6]([CH:7]=2)=[CH:5][C:4]([O:3][C:2]([F:1])([F:16])[F:17])=[CH:12][CH:11]=3)[O:14][CH:21]=1, predict the reactants needed to synthesize it. The reactants are: [F:1][C:2]([F:17])([F:16])[O:3][C:4]1[CH:5]=[C:6]2[C:10](=[CH:11][CH:12]=1)[NH:9][C:8]([C:13]([NH2:15])=[O:14])=[CH:7]2.[Cl:18][CH:19](Cl)[C:20](=O)[CH3:21]. (2) Given the product [Cl:41][C:25]1[C:26]([Cl:40])=[C:27]([S:30](=[O:31])(=[O:32])[NH:33][C@@H:34]([CH3:39])[C:35]([F:36])([F:37])[F:38])[CH:28]=[CH:29][C:24]=1[C:9]1[S:8][C:7]([C:10]2[O:14][C:13]([CH2:15][C:16]([CH3:22])([CH3:21])[C:17]([OH:19])=[O:18])=[N:12][N:11]=2)=[N:6][C:5]=1[CH2:1][CH:2]([CH3:4])[CH3:3], predict the reactants needed to synthesize it. The reactants are: [CH2:1]([C:5]1[N:6]=[C:7]([C:10]2[O:14][C:13]([CH2:15][C:16]([CH3:22])([CH3:21])[C:17]([O:19]C)=[O:18])=[N:12][N:11]=2)[S:8][CH:9]=1)[CH:2]([CH3:4])[CH3:3].Br[C:24]1[CH:29]=[CH:28][C:27]([S:30]([NH:33][C@@H:34]([CH3:39])[C:35]([F:38])([F:37])[F:36])(=[O:32])=[O:31])=[C:26]([Cl:40])[C:25]=1[Cl:41]. (3) The reactants are: N1[CH:5]=[CH:4][N:3]=[N:2]1.[H-].[Na+].[Br:8][C:9]1[CH:14]=[CH:13][C:12]([CH2:15]Br)=[C:11](CC)[CH:10]=1.[CH3:19][N:20](C=O)[CH3:21]. Given the product [Br:8][C:9]1[CH:14]=[CH:13][C:5]([CH2:4][N:3]2[CH:21]=[N:20][CH:19]=[N:2]2)=[C:11]([CH2:12][CH3:15])[CH:10]=1, predict the reactants needed to synthesize it. (4) Given the product [CH3:54][O:53][N:52]([CH3:51])[C:20]([C:17]1[CH:16]=[N:15][C:14]([N:11]2[CH2:10][CH2:9][N:8]([C:6]([O:5][C:1]([CH3:4])([CH3:2])[CH3:3])=[O:7])[CH2:13][CH2:12]2)=[N:19][CH:18]=1)=[O:22], predict the reactants needed to synthesize it. The reactants are: [C:1]([O:5][C:6]([N:8]1[CH2:13][CH2:12][N:11]([C:14]2[N:19]=[CH:18][C:17]([C:20]([OH:22])=O)=[CH:16][N:15]=2)[CH2:10][CH2:9]1)=[O:7])([CH3:4])([CH3:3])[CH3:2].CCN=C=NCCCN(C)C.C1C=CC2N(O)N=NC=2C=1.C(N(CC)CC)C.[CH3:51][NH:52][O:53][CH3:54]. (5) Given the product [CH2:25]([N:32]1[CH:6]2[CH2:5][CH2:13][CH:11]1[CH2:10][C:3](=[O:4])[CH2:7]2)[C:26]1[CH:31]=[CH:30][CH:29]=[CH:28][CH:27]=1, predict the reactants needed to synthesize it. The reactants are: CO[CH:3]1[CH2:7][CH2:6][CH:5](OC)[O:4]1.[CH3:10][C:11]([CH3:13])=O.C(O)=O.C(O)=O.C([O-])(=O)C.[Na+].[CH2:25]([NH2:32])[C:26]1[CH:31]=[CH:30][CH:29]=[CH:28][CH:27]=1. (6) Given the product [C@@H:31]12[CH:30]([CH2:29][NH:21][C:11]3[CH:12]=[C:13]([C:14]4[CH:15]=[CH:16][C:17]([CH3:20])=[CH:18][CH:19]=4)[N:9]([C:6]4[CH:7]=[CH:8][C:3]([C:1]#[N:2])=[CH:4][CH:5]=4)[N:10]=3)[C@@H:35]1[CH2:34][NH:33][CH2:32]2, predict the reactants needed to synthesize it. The reactants are: [C:1]([C:3]1[CH:8]=[CH:7][C:6]([N:9]2[C:13]([C:14]3[CH:19]=[CH:18][C:17]([CH3:20])=[CH:16][CH:15]=3)=[CH:12][C:11]([N:21]([CH2:29][CH:30]3[C@@H:35]4[C@H:31]3[CH2:32][N:33](C(OC(C)(C)C)=O)[CH2:34]4)C(OC(C)(C)C)=O)=[N:10]2)=[CH:5][CH:4]=1)#[N:2].Cl.O1CCOCC1. (7) Given the product [CH2:1]([O:3][C:4](=[O:13])[C:5]1[CH:10]=[CH:9][C:8]([O:11][CH2:39][CH2:40][O:35][CH3:32])=[C:7]([O:12][CH2:18][CH2:17][O:16][CH3:14])[CH:6]=1)[CH3:2], predict the reactants needed to synthesize it. The reactants are: [CH2:1]([O:3][C:4](=[O:13])[C:5]1[CH:10]=[CH:9][C:8]([OH:11])=[C:7]([OH:12])[CH:6]=1)[CH3:2].[CH2:14]([O:16][C:17](=O)[C:18]1C=C(N2CCCCC2)C=CC=1N)C.[C:32](=[O:35])([O-])[O-].[K+].[K+].N1CCC[CH2:40][CH2:39]1. (8) Given the product [CH3:9][O:8][C:6](=[O:7])[CH:5]([Cl:14])[C:4](=[O:10])[CH2:3][O:2][CH3:1], predict the reactants needed to synthesize it. The reactants are: [CH3:1][O:2][CH2:3][C:4](=[O:10])[CH2:5][C:6]([O:8][CH3:9])=[O:7].S(Cl)([Cl:14])(=O)=O. (9) Given the product [Cl:21][C:16]1[CH:17]=[CH:18][CH:19]=[CH:20][C:15]=1[S:12]([N:9]1[CH2:8][CH2:7][C:6]2([C:4](=[O:5])[N:39]([CH2:38][CH2:37][C:34]3[CH:35]=[CH:36][C:31]([F:30])=[CH:32][CH:33]=3)[CH2:23][CH2:22]2)[CH2:11][CH2:10]1)(=[O:13])=[O:14], predict the reactants needed to synthesize it. The reactants are: C(O[C:4]([C:6]1([CH2:22][CH2:23]OC)[CH2:11][CH2:10][N:9]([S:12]([C:15]2[CH:20]=[CH:19][CH:18]=[CH:17][C:16]=2[Cl:21])(=[O:14])=[O:13])[CH2:8][CH2:7]1)=[O:5])C.[Cl-].C[Al+]C.[F:30][C:31]1[CH:36]=[CH:35][C:34]([CH2:37][CH2:38][NH2:39])=[CH:33][CH:32]=1. (10) Given the product [Cl:3][S:14]([C:11]1[CH:12]=[CH:13][C:8]2[N:7]=[CH:6][S:5][C:9]=2[CH:10]=1)(=[O:17])=[O:15], predict the reactants needed to synthesize it. The reactants are: S(Cl)([Cl:3])=O.[S:5]1[C:9]2[CH:10]=[C:11]([S:14]([OH:17])(=O)=[O:15])[CH:12]=[CH:13][C:8]=2[N:7]=[CH:6]1.CN(C)C=O.